This data is from Reaction yield outcomes from USPTO patents with 853,638 reactions. The task is: Predict the reaction yield, written as a fraction of the theoretical maximum amount of product (1.0 means a 100% yield; for example, 0.34 means a 34% yield). (1) The reactants are [NH:1]1[CH2:4][CH:3]([O:5][C:6]2[CH:7]=[C:8]3[C:13](=[CH:14][CH:15]=2)[N:12]=[CH:11][N:10]=[C:9]3[NH:16][C:17]2[CH:22]=[CH:21][C:20]([O:23][CH2:24][C:25]3[CH:30]=[CH:29][CH:28]=[CH:27][N:26]=3)=[C:19]([Cl:31])[CH:18]=2)[CH2:2]1.C([O:35][CH2:36][C:37](Cl)=[O:38])(=O)C.C(N(C(C)C)CC)(C)C. No catalyst specified. The product is [Cl:31][C:19]1[CH:18]=[C:17]([NH:16][C:9]2[C:8]3[C:13](=[CH:14][CH:15]=[C:6]([O:5][CH:3]4[CH2:2][N:1]([C:36](=[O:35])[CH2:37][OH:38])[CH2:4]4)[CH:7]=3)[N:12]=[CH:11][N:10]=2)[CH:22]=[CH:21][C:20]=1[O:23][CH2:24][C:25]1[CH:30]=[CH:29][CH:28]=[CH:27][N:26]=1. The yield is 0.740. (2) The reactants are [Cl:1][C:2]1[C:3]([O:12][C:13]2[CH:18]=[C:17]([OH:19])[CH:16]=[CH:15][C:14]=2/[CH:20]=[CH:21]/[C:22]([O:24][CH2:25][CH3:26])=[O:23])=[N:4][CH:5]=[C:6]([C:8]([F:11])([F:10])[F:9])[CH:7]=1.C(=O)([O-])[O-].[K+].[K+].[I-].[Na+].Br[CH2:36][CH:37]1[CH2:41][CH2:40][CH2:39][O:38]1. The catalyst is CN(C)C=O.O. The product is [Cl:1][C:2]1[C:3]([O:12][C:13]2[CH:18]=[C:17]([O:19][CH2:36][CH:37]3[CH2:41][CH2:40][CH2:39][O:38]3)[CH:16]=[CH:15][C:14]=2/[CH:20]=[CH:21]/[C:22]([O:24][CH2:25][CH3:26])=[O:23])=[N:4][CH:5]=[C:6]([C:8]([F:9])([F:11])[F:10])[CH:7]=1. The yield is 0.380.